From a dataset of Reaction yield outcomes from USPTO patents with 853,638 reactions. Predict the reaction yield, written as a fraction of the theoretical maximum amount of product (1.0 means a 100% yield; for example, 0.34 means a 34% yield). The reactants are [C:1]1([C:36]2[CH:41]=[CH:40][CH:39]=[CH:38][CH:37]=2)[CH:6]=[CH:5][C:4]([CH2:7][CH2:8][NH:9][C:10]([C:12]2[CH:35]=[CH:34][C:15]([O:16][C:17]3[CH:26]=[C:25]4[C:20]([CH:21]([C:27]([O:29]CC)=[O:28])[CH2:22][CH2:23][O:24]4)=[CH:19][C:18]=3C#N)=[CH:14][CH:13]=2)=[O:11])=[CH:3][CH:2]=1.O[Li].O.[ClH:45]. The catalyst is C1COCC1. The yield is 0.820. The product is [C:1]1([C:36]2[CH:41]=[CH:40][CH:39]=[CH:38][CH:37]=2)[CH:6]=[CH:5][C:4]([CH2:7][CH2:8][NH:9][C:10]([C:12]2[CH:35]=[CH:34][C:15]([O:16][C:17]3[CH:26]=[C:25]4[C:20]([CH:21]([C:27]([OH:29])=[O:28])[CH2:22][CH2:23][O:24]4)=[CH:19][C:18]=3[Cl:45])=[CH:14][CH:13]=2)=[O:11])=[CH:3][CH:2]=1.